Predict the product of the given reaction. From a dataset of Forward reaction prediction with 1.9M reactions from USPTO patents (1976-2016). Given the reactants [CH3:1][C:2]1[S:3][C:4]([C:7]2[CH:12]=[CH:11][C:10]([CH2:13][CH2:14][CH3:15])=[CH:9][CH:8]=2)=[CH:5][N:6]=1.[Br:16]Br, predict the reaction product. The product is: [Br:16][C:5]1[N:6]=[C:2]([CH3:1])[S:3][C:4]=1[C:7]1[CH:12]=[CH:11][C:10]([CH2:13][CH2:14][CH3:15])=[CH:9][CH:8]=1.